Dataset: Catalyst prediction with 721,799 reactions and 888 catalyst types from USPTO. Task: Predict which catalyst facilitates the given reaction. (1) Reactant: [Br:1][C:2]1[CH:7]=[CH:6][C:5]([CH:8]=[CH:9][C:10]([C:12]2[CH:17]=[CH:16][C:15](N)=[CH:14][CH:13]=2)=[O:11])=[CH:4][CH:3]=1.[CH2:19]=O.[C:21]([BH3-])#[N:22].[Na+].[OH-].[Na+]. Product: [Br:1][C:2]1[CH:7]=[CH:6][C:5]([CH:8]=[CH:9][C:10]([C:12]2[CH:17]=[CH:16][C:15]([N:22]([CH3:21])[CH3:19])=[CH:14][CH:13]=2)=[O:11])=[CH:4][CH:3]=1. The catalyst class is: 15. (2) Reactant: [Li+].[BH4-].[F:3][C:4]([F:20])([C:10]1[CH:15]=[CH:14][C:13]([C:16]([F:19])([F:18])[F:17])=[CH:12][CH:11]=1)[C:5](OCC)=[O:6]. Product: [F:3][C:4]([F:20])([C:10]1[CH:11]=[CH:12][C:13]([C:16]([F:17])([F:18])[F:19])=[CH:14][CH:15]=1)[CH2:5][OH:6]. The catalyst class is: 1. (3) Reactant: [C:1]([O:5][C:6]([NH:8][C@H:9]([C:25]([O:27][CH3:28])=[O:26])[CH2:10][C:11]1[CH:16]=[CH:15][C:14](OS(C(F)(F)F)(=O)=O)=[CH:13][CH:12]=1)=[O:7])([CH3:4])([CH3:3])[CH3:2].C(=O)([O-])[O-].[K+].[K+].CC1(C)C(C)(C)OB([C:43]2[CH2:44][CH2:45][O:46][CH2:47][CH:48]=2)O1. Product: [C:1]([O:5][C:6]([NH:8][C@H:9]([C:25]([O:27][CH3:28])=[O:26])[CH2:10][C:11]1[CH:16]=[CH:15][C:14]([C:43]2[CH2:48][CH2:47][O:46][CH2:45][CH:44]=2)=[CH:13][CH:12]=1)=[O:7])([CH3:4])([CH3:3])[CH3:2]. The catalyst class is: 3. (4) Reactant: [Cl:1][C:2]1[CH:3]=[C:4]([OH:9])[CH:5]=[CH:6][C:7]=1[CH3:8].[F:10][C:11]([F:25])([F:24])[CH2:12]OS(C1C=CC(C)=CC=1)(=O)=O.C(=O)([O-])[O-].[K+].[K+]. Product: [Cl:1][C:2]1[CH:3]=[C:4]([O:9][CH2:12][C:11]([F:25])([F:24])[F:10])[CH:5]=[CH:6][C:7]=1[CH3:8]. The catalyst class is: 35. (5) Reactant: [Br:1][C:2]1[CH:9]=[C:8](F)[C:7]([F:11])=[CH:6][C:3]=1[C:4]#[N:5].Cl.[NH2:13][C@H:14]([CH:18]1[CH2:20][CH2:19]1)[C:15]([NH2:17])=[O:16].CCN(C(C)C)C(C)C.O. Product: [Br:1][C:2]1[C:3]([C:4]#[N:5])=[CH:6][C:7]([F:11])=[C:8]([NH:13][C@H:14]([CH:18]2[CH2:20][CH2:19]2)[C:15]([NH2:17])=[O:16])[CH:9]=1. The catalyst class is: 197. (6) Reactant: Br[CH2:2][CH2:3][C:4]([NH:6][C:7]1[CH:12]=[CH:11][C:10]([C:13]([F:16])([F:15])[F:14])=[CH:9][CH:8]=1)=[O:5].O1CCOCCOCCOCCOCCOCC1.[OH-].[K+].[Cl-].[NH4+]. Product: [F:14][C:13]([F:16])([F:15])[C:10]1[CH:11]=[CH:12][C:7]([N:6]2[CH2:2][CH2:3][C:4]2=[O:5])=[CH:8][CH:9]=1. The catalyst class is: 4.